From a dataset of Forward reaction prediction with 1.9M reactions from USPTO patents (1976-2016). Predict the product of the given reaction. (1) The product is: [Cl:1][C:2]1[CH:10]=[CH:9][C:8]([O:11][CH:18]2[CH2:22][CH2:21][CH2:20][CH2:19]2)=[CH:7][C:3]=1[C:4]([NH2:6])=[O:5]. Given the reactants [Cl:1][C:2]1[CH:10]=[CH:9][C:8]([OH:11])=[CH:7][C:3]=1[C:4]([NH2:6])=[O:5].C(=O)([O-])[O-].[K+].[K+].[CH:18]1(Br)[CH2:22][CH2:21][CH2:20][CH2:19]1, predict the reaction product. (2) Given the reactants [Br:1]Br.[CH2:3]([C:10]1[S:14][C:13]2[CH:15]=[CH:16][CH:17]=[CH:18][C:12]=2[C:11]=1[C:19]1[CH:24]=[CH:23][C:22]([C:25]2[CH:30]=[CH:29][C:28]([OH:31])=[CH:27][CH:26]=2)=[CH:21][CH:20]=1)[C:4]1[CH:9]=[CH:8][CH:7]=[CH:6][CH:5]=1.C([O-])(=O)C.[K+].O, predict the reaction product. The product is: [CH2:3]([C:10]1[S:14][C:13]2[CH:15]=[CH:16][CH:17]=[CH:18][C:12]=2[C:11]=1[C:19]1[CH:24]=[CH:23][C:22]([C:25]2[CH:26]=[CH:27][C:28]([OH:31])=[C:29]([Br:1])[CH:30]=2)=[CH:21][CH:20]=1)[C:4]1[CH:5]=[CH:6][CH:7]=[CH:8][CH:9]=1. (3) Given the reactants [Cl:1][C:2]1[C:3]([C:12](OC)=[O:13])=[N:4][C:5]([C:8]([F:11])([F:10])[F:9])=[CH:6][CH:7]=1.CC(C[AlH]CC(C)C)C, predict the reaction product. The product is: [Cl:1][C:2]1[C:3]([CH2:12][OH:13])=[N:4][C:5]([C:8]([F:11])([F:9])[F:10])=[CH:6][CH:7]=1. (4) Given the reactants [Br:1][C:2]1[CH:9]=[CH:8][C:5]([C:6]#[N:7])=[C:4](F)[CH:3]=1.O.[NH2:12][NH2:13], predict the reaction product. The product is: [Br:1][C:2]1[CH:9]=[C:8]2[C:5]([C:6]([NH2:7])=[N:12][NH:13]2)=[CH:4][CH:3]=1. (5) Given the reactants [CH2:1]([O:8][C:9]1[CH:14]=[CH:13][C:12]([C:15]2[N:19]([CH:20]3[CH2:25][CH2:24][CH2:23][CH2:22][CH2:21]3)[C:18]3[CH:26]=[CH:27][C:28]([C:30]([O:32]C)=[O:31])=[CH:29][C:17]=3[N:16]=2)=[CH:11][CH:10]=1)[C:2]1[CH:7]=[CH:6][CH:5]=[CH:4][CH:3]=1.[OH-].[Na+], predict the reaction product. The product is: [CH2:1]([O:8][C:9]1[CH:14]=[CH:13][C:12]([C:15]2[N:19]([CH:20]3[CH2:21][CH2:22][CH2:23][CH2:24][CH2:25]3)[C:18]3[CH:26]=[CH:27][C:28]([C:30]([OH:32])=[O:31])=[CH:29][C:17]=3[N:16]=2)=[CH:11][CH:10]=1)[C:2]1[CH:7]=[CH:6][CH:5]=[CH:4][CH:3]=1. (6) Given the reactants CC(C1C=C(C(C)C)C(C2C=CC=CC=2P(C2CCCCC2)C2CCCCC2)=C(C(C)C)C=1)C.[CH3:35][C@@H:36]1[C:40]2[NH:41][C:42](B3OC(C)(C)C(C)(C)O3)=[CH:43][C:39]=2[C:38](=[O:53])[NH:37]1.Br[C:55]1[CH:56]=[CH:57][CH:58]=[C:59]2[C:64]=1[N:63]=[C:62]([NH:65][C:66]([CH3:69])([CH3:68])[CH3:67])[N:61]([CH:70]([CH3:72])[CH3:71])[C:60]2=[O:73].P([O-])([O-])([O-])=O.[K+].[K+].[K+], predict the reaction product. The product is: [C:66]([NH:65][C:62]1[N:61]([CH:70]([CH3:71])[CH3:72])[C:60](=[O:73])[C:59]2[C:64](=[C:55]([C:42]3[NH:41][C:40]4[C@@H:36]([CH3:35])[NH:37][C:38](=[O:53])[C:39]=4[CH:43]=3)[CH:56]=[CH:57][CH:58]=2)[N:63]=1)([CH3:69])([CH3:68])[CH3:67].